Dataset: Full USPTO retrosynthesis dataset with 1.9M reactions from patents (1976-2016). Task: Predict the reactants needed to synthesize the given product. Given the product [CH3:13][O:14][C:15](=[O:41])[C:16]1[C:17](=[CH:22][C:23]([NH:26][C:34]2[CH:39]=[CH:38][C:37]([CH2:7][C:6]3[CH:10]=[CH:11][CH:12]=[CH:4][CH:5]=3)=[CH:36][C:35]=2[NH:40][C:7](=[O:8])[C:6]2[CH:10]=[CH:11][CH:12]=[C:4]([N+:1]([O-:3])=[O:2])[CH:5]=2)=[CH:24][CH:25]=1)[C:18]([O:20][CH3:21])=[O:19], predict the reactants needed to synthesize it. The reactants are: [N+:1]([C:4]1[CH:5]=[C:6]([CH:10]=[CH:11][CH:12]=1)[C:7](Cl)=[O:8])([O-:3])=[O:2].[CH3:13][O:14][C:15](=[O:41])[C:16]1[C:17](=[CH:22][C:23]([N:26]([C:34]2[CH:39]=[CH:38][CH:37]=[CH:36][C:35]=2[NH2:40])CC2C=CC=CC=2)=[CH:24][CH:25]=1)[C:18]([O:20][CH3:21])=[O:19].